Task: Predict the product of the given reaction.. Dataset: Forward reaction prediction with 1.9M reactions from USPTO patents (1976-2016) (1) Given the reactants [OH-].[Li+].[CH:3]([O:6][C:7]1[CH:8]=[CH:9][C:10]([C:13]([O:15]C)=[O:14])=[N:11][CH:12]=1)([CH3:5])[CH3:4], predict the reaction product. The product is: [CH:3]([O:6][C:7]1[CH:8]=[CH:9][C:10]([C:13]([OH:15])=[O:14])=[N:11][CH:12]=1)([CH3:5])[CH3:4]. (2) The product is: [CH3:40][C:41]1([CH3:49])[O:45][C@@H:44]([CH2:46][CH2:47][NH:48][C:36]([CH:16]2[CH:15]([C:11]3[CH:12]=[CH:13][CH:14]=[C:9]([Cl:8])[C:10]=3[F:39])[C:19]([C:22]3[CH:27]=[CH:26][C:25]([Cl:28])=[CH:24][C:23]=3[F:29])([C:20]#[N:21])[CH:18]([CH2:30][C:31]([CH3:34])([CH3:35])[CH2:32][OH:33])[NH:17]2)=[O:38])[CH2:43][O:42]1. Given the reactants FC(F)(F)C(O)=O.[Cl:8][C:9]1[C:10]([F:39])=[C:11]([CH:15]2[C:19]([C:22]3[CH:27]=[CH:26][C:25]([Cl:28])=[CH:24][C:23]=3[F:29])([C:20]#[N:21])[CH:18]([CH2:30][C:31]([CH3:35])([CH3:34])[CH2:32][OH:33])[NH:17][CH:16]2[C:36]([OH:38])=O)[CH:12]=[CH:13][CH:14]=1.[CH3:40][C:41]1([CH3:49])[O:45][C@@H:44]([CH2:46][CH2:47][NH2:48])[CH2:43][O:42]1.CN(C(ON1N=NC2C=CC=NC1=2)=[N+](C)C)C.F[P-](F)(F)(F)(F)F.CCN(C(C)C)C(C)C, predict the reaction product. (3) Given the reactants [CH3:1][O:2][C:3]1[C:11]([CH2:12][CH2:13][OH:14])=[CH:10][C:6]2[CH:7]=[CH:8][O:9][C:5]=2[CH:4]=1.C[C:16]([CH3:19])([O-:18])C.[K+].[OH2:21].Cl, predict the reaction product. The product is: [CH3:1][O:2][C:3]1[C:11]([CH2:12][CH2:13][O:14][CH2:19][C:16]([OH:21])=[O:18])=[CH:10][C:6]2[CH:7]=[CH:8][O:9][C:5]=2[CH:4]=1. (4) The product is: [C:1]([C:4]1[CH:5]=[CH:6][C:7]([O:14][CH3:15])=[C:8]([S:10]([Cl:13])(=[O:12])=[O:11])[CH:9]=1)#[N:2]. Given the reactants [C:1]([C:4]1[CH:5]=[CH:6][C:7]([O:14][CH3:15])=[C:8]([S:10]([Cl:13])(=[O:12])=[O:11])[CH:9]=1)(=O)[NH2:2].S(Cl)(Cl)=O.CN(C)C=O, predict the reaction product.